Dataset: Full USPTO retrosynthesis dataset with 1.9M reactions from patents (1976-2016). Task: Predict the reactants needed to synthesize the given product. (1) Given the product [C:1](=[O:35])([O:33][CH3:34])[O:2][C:3]1[CH:8]=[C:7]([NH:9][C:10]([CH:12]2[O:17][C:16]3[CH:18]=[CH:19][C:20]([O:22][C:23]([F:26])([F:25])[F:24])=[CH:21][C:15]=3[NH:14][CH2:13]2)=[O:11])[C:6]([C:45]#[C:44][CH2:43][OH:46])=[CH:5][C:4]=1[CH:28]1[CH2:32][CH2:31][CH2:30][CH2:29]1, predict the reactants needed to synthesize it. The reactants are: [C:1](=[O:35])([O:33][CH3:34])[O:2][C:3]1[CH:8]=[C:7]([NH:9][C:10]([CH:12]2[O:17][C:16]3[CH:18]=[CH:19][C:20]([O:22][C:23]([F:26])([F:25])[F:24])=[CH:21][C:15]=3[NH:14][CH2:13]2)=[O:11])[C:6](Br)=[CH:5][C:4]=1[CH:28]1[CH2:32][CH2:31][CH2:30][CH2:29]1.C(N(CC)CC)C.[CH2:43]([OH:46])[C:44]#[CH:45].C([O-])(O)=O.[Na+]. (2) Given the product [CH2:1]([C:4]1[CH:5]=[CH:6][C:7]([C:10]2[O:14][N:13]=[C:12]([C:15]3[CH:24]=[CH:23][CH:22]=[C:21]4[C:16]=3[CH2:17][CH2:18][CH2:19][NH:20]4)[N:11]=2)=[CH:8][CH:9]=1)[CH2:2][CH3:3], predict the reactants needed to synthesize it. The reactants are: [CH2:1]([C:4]1[CH:9]=[CH:8][C:7]([C:10]2[O:14][N:13]=[C:12]([C:15]3[CH:24]=[CH:23][CH:22]=[C:21]4[C:16]=3[CH:17]=[CH:18][CH:19]=[N:20]4)[N:11]=2)=[CH:6][CH:5]=1)[CH2:2][CH3:3].C1COCC1. (3) Given the product [CH3:30][O:29][N:28]([CH3:27])[C:11]([C:8]1[CH:9]=[CH:10][C:5]2[N:4]=[N:3][N:2]([CH3:1])[C:6]=2[CH:7]=1)=[O:13], predict the reactants needed to synthesize it. The reactants are: [CH3:1][N:2]1[C:6]2[CH:7]=[C:8]([C:11]([OH:13])=O)[CH:9]=[CH:10][C:5]=2[N:4]=[N:3]1.C(N1C=CN=C1)(N1C=CN=C1)=O.Cl.[CH3:27][NH:28][O:29][CH3:30]. (4) Given the product [N+:1]([C:4]1[CH:9]=[CH:8][C:7](/[CH:10]=[CH:11]/[C:12]2[N:13]=[C:14]([NH:17][C:27](=[O:34])[C:28]3[CH:33]=[CH:32][CH:31]=[CH:30][CH:29]=3)[S:15][CH:16]=2)=[CH:6][CH:5]=1)([O-:3])=[O:2], predict the reactants needed to synthesize it. The reactants are: [N+:1]([C:4]1[CH:9]=[CH:8][C:7](/[CH:10]=[CH:11]/[C:12]2[N:13]=[C:14]([NH2:17])[S:15][CH:16]=2)=[CH:6][CH:5]=1)([O-:3])=[O:2].CN(C)C1C=CC=CC=1.[C:27](Cl)(=[O:34])[C:28]1[CH:33]=[CH:32][CH:31]=[CH:30][CH:29]=1.